Predict the product of the given reaction. From a dataset of Forward reaction prediction with 1.9M reactions from USPTO patents (1976-2016). Given the reactants [F:1][C:2]1[CH:38]=[CH:37][C:5]([CH2:6][O:7][C:8]2[C:17]3[C:16]([CH3:19])([CH3:18])[CH2:15][CH2:14][C:13]([CH3:21])([CH3:20])[C:12]=3[CH:11]=[C:10]([C:22]([C:24]3[CH:25]=[C:26]4[C:31](=[CH:32][CH:33]=3)[CH:30]=[C:29]([C:34]([O-:36])=[O:35])[CH:28]=[CH:27]4)=[O:23])[CH:9]=2)=[CH:4][CH:3]=1.[BH4-].[Na+].[Cl-].[NH4+], predict the reaction product. The product is: [F:1][C:2]1[CH:38]=[CH:37][C:5]([CH2:6][O:7][C:8]2[C:17]3[C:16]([CH3:19])([CH3:18])[CH2:15][CH2:14][C:13]([CH3:20])([CH3:21])[C:12]=3[CH:11]=[C:10]([CH:22]([C:24]3[CH:25]=[C:26]4[C:31](=[CH:32][CH:33]=3)[CH:30]=[C:29]([C:34]([OH:36])=[O:35])[CH:28]=[CH:27]4)[OH:23])[CH:9]=2)=[CH:4][CH:3]=1.